Predict the product of the given reaction. From a dataset of Forward reaction prediction with 1.9M reactions from USPTO patents (1976-2016). (1) The product is: [NH:32]1[C:33]2[C:38](=[CH:37][CH:36]=[CH:35][CH:34]=2)[C:30]([C:5]2[N:4]=[C:3]3[C:8]([N:9]=[C:10]([CH2:11][N:12]4[CH2:13][CH2:14][CH:15]([N:18]5[CH2:23][CH2:22][O:21][CH2:20][CH2:19]5)[CH2:16][CH2:17]4)[N:2]3[CH3:1])=[C:7]([N:24]3[CH2:29][CH2:28][O:27][CH2:26][CH2:25]3)[N:6]=2)=[CH:31]1. Given the reactants [CH3:1][N:2]1[C:10]([CH2:11][N:12]2[CH2:17][CH2:16][CH:15]([N:18]3[CH2:23][CH2:22][O:21][CH2:20][CH2:19]3)[CH2:14][CH2:13]2)=[N:9][C:8]2[C:3]1=[N:4][C:5]([C:30]1[C:38]3[C:33](=[CH:34][CH:35]=[CH:36][CH:37]=3)[N:32](S(C3C=CC=CC=3)(=O)=O)[CH:31]=1)=[N:6][C:7]=2[N:24]1[CH2:29][CH2:28][O:27][CH2:26][CH2:25]1.[OH-].[Na+], predict the reaction product. (2) Given the reactants [Cl:1][C:2]1[CH:9]=[CH:8][C:5]([C:6]#[N:7])=[C:4]([O:10][CH2:11][CH2:12][OH:13])[CH:3]=1.[H-].[H-].[H-].[H-].[Li+].[Al+3], predict the reaction product. The product is: [NH2:7][CH2:6][C:5]1[CH:8]=[CH:9][C:2]([Cl:1])=[CH:3][C:4]=1[O:10][CH2:11][CH2:12][OH:13]. (3) Given the reactants [CH2:1]([O:3][C:4]([C:6]1[CH:7]=[N:8][N:9]2[C:14]([OH:15])=[C:13]([C:16]([OH:18])=[O:17])[CH:12]=[N:11][C:10]=12)=[O:5])[CH3:2].S(Cl)(Cl)=O.[CH3:23]N(C=O)C.C(N(CC)CC)C, predict the reaction product. The product is: [CH2:1]([O:3][C:4]([C:6]1[CH:7]=[N:8][N:9]2[C:14]([OH:15])=[C:13]([C:16]([O:18][CH3:23])=[O:17])[CH:12]=[N:11][C:10]=12)=[O:5])[CH3:2]. (4) Given the reactants Cl.[NH2:2][C@H:3]1[CH2:9][O:8][C:7]2[CH:10]=[CH:11][CH:12]=[CH:13][C:6]=2[N:5]([CH2:14][C:15]2[C:24]3[C:19](=[CH:20][C:21]([Br:25])=[CH:22][CH:23]=3)[CH:18]=[CH:17][C:16]=2[O:26][CH3:27])[C:4]1=[O:28].[C:29]([O:33][C:34]([N:36]([CH3:43])[C@@H:37]([CH2:41][CH3:42])[C:38](O)=[O:39])=[O:35])([CH3:32])([CH3:31])[CH3:30].CCN(C(C)C)C(C)C.CN(C(ON1N=NC2C=CC=CC1=2)=[N+](C)C)C.F[P-](F)(F)(F)(F)F, predict the reaction product. The product is: [Br:25][C:21]1[CH:20]=[C:19]2[C:24](=[CH:23][CH:22]=1)[C:15]([CH2:14][N:5]1[C:4](=[O:28])[C@@H:3]([NH:2][C:38](=[O:39])[C@@H:37]([N:36]([CH3:43])[C:34](=[O:35])[O:33][C:29]([CH3:30])([CH3:31])[CH3:32])[CH2:41][CH3:42])[CH2:9][O:8][C:7]3[CH:10]=[CH:11][CH:12]=[CH:13][C:6]1=3)=[C:16]([O:26][CH3:27])[CH:17]=[CH:18]2. (5) Given the reactants [Cl:1][C:2]1[CH:3]=[CH:4][C:5]([O:17][CH2:18][C:19]2[CH:24]=[CH:23][CH:22]=[CH:21][CH:20]=2)=[C:6]([CH2:8][N:9]2[CH:13]=[CH:12][C:11]([C:14](Cl)=[O:15])=[N:10]2)[CH:7]=1.C(N(CC)CC)C.[F:32][C:33]1[CH:39]=[CH:38][CH:37]=[C:36]([F:40])[C:34]=1[NH2:35], predict the reaction product. The product is: [Cl:1][C:2]1[CH:3]=[CH:4][C:5]([O:17][CH2:18][C:19]2[CH:24]=[CH:23][CH:22]=[CH:21][CH:20]=2)=[C:6]([CH2:8][N:9]2[CH:13]=[CH:12][C:11]([C:14]([NH:35][C:34]3[C:33]([F:32])=[CH:39][CH:38]=[CH:37][C:36]=3[F:40])=[O:15])=[N:10]2)[CH:7]=1. (6) Given the reactants [C:1]([O:9][CH2:10][CH3:11])(=[O:8])[CH2:2][C:3]([O:5][CH2:6][CH3:7])=[O:4].[Mg+2].[Cl-].[Cl-].[Cl:15][C:16]1[CH:17]=[C:18]([C:22]([CH3:27])([CH3:26])[C:23](Cl)=[O:24])[CH:19]=[CH:20][CH:21]=1.C([O-])(=O)CC([O-])=O, predict the reaction product. The product is: [Cl:15][C:16]1[CH:17]=[C:18]([C:22]([CH3:27])([CH3:26])[C:23]([CH:2]([C:3]([O:5][CH2:6][CH3:7])=[O:4])[C:1]([O:9][CH2:10][CH3:11])=[O:8])=[O:24])[CH:19]=[CH:20][CH:21]=1. (7) Given the reactants Cl[C:2]1[CH:3]=[C:4]([NH:9][C:10]2[N:15]=[C:14]([NH:16][CH2:17][CH2:18]NC(=O)C)[C:13]([N+:23]([O-:25])=[O:24])=[CH:12][N:11]=2)[CH:5]=[CH:6][C:7]=1[Cl:8].[OH-:26].[Na+].[O:28]1[CH2:32][CH2:31]CC1, predict the reaction product. The product is: [Cl:8][C:7]1[CH:2]=[CH:3][C:4]([NH:9][C:10]2[N:15]=[C:14]([NH:16][CH2:17][CH2:18][CH2:31][C:32]([OH:28])=[O:26])[C:13]([N+:23]([O-:25])=[O:24])=[CH:12][N:11]=2)=[CH:5][CH:6]=1. (8) Given the reactants Br[C:2]1[CH:8]=[CH:7][C:5]([NH2:6])=[C:4]([O:9][CH3:10])[CH:3]=1.C([N:18]1[CH2:22][C@@H:21]([C:23]2[CH:28]=[CH:27][CH:26]=[CH:25][CH:24]=2)[C@H:20]([C:29]([OH:31])=O)[CH2:19]1)(OC(C)(C)C)=O.CC1(C)C(C)(C)OB([C:40]2[CH:41]=[N:42][NH:43][CH:44]=2)O1, predict the reaction product. The product is: [CH3:10][O:9][C:4]1[CH:3]=[C:2]([C:40]2[CH:41]=[N:42][NH:43][CH:44]=2)[CH:8]=[CH:7][C:5]=1[NH:6][C:29]([C@H:20]1[C@H:21]([C:23]2[CH:24]=[CH:25][CH:26]=[CH:27][CH:28]=2)[CH2:22][NH:18][CH2:19]1)=[O:31].